This data is from Catalyst prediction with 721,799 reactions and 888 catalyst types from USPTO. The task is: Predict which catalyst facilitates the given reaction. (1) Product: [NH2:54][C:55]1[CH:60]=[CH:59][CH:58]=[CH:57][C:56]=1[NH:61][C:62](=[O:73])[C:63]1[CH:68]=[CH:67][C:66]([NH:69][CH2:70][CH2:71][NH:72][C:38]([C:39]2[C:40]([CH3:41])=[C:52]([CH:53]=[N:13][N:12]=[C:5]3[C:4]4[C:74](=[CH:9][CH:10]=[C:2]([Cl:1])[CH:3]=4)[NH:75][C:77]3=[O:78])[NH:49][C:50]=2[CH3:51])=[O:37])=[N:65][CH:64]=1. Reactant: [Cl:1][C:2]1[CH:3]=[C:4]2C(=[CH:9][CH:10]=1)NC(=O)[C:5]2=[N:12][N:13]=CC1(C)CC(C)(C(O)=O)CN1.Cl.C(N=C=NCCCN(C)C)C.[OH:37][C:38]1C2N=NNC=2[CH:41]=[CH:40][CH:39]=1.C([N:49]([CH2:52][CH3:53])[CH2:50][CH3:51])C.[NH2:54][C:55]1[CH:60]=[CH:59][CH:58]=[CH:57][C:56]=1[NH:61][C:62](=[O:73])[C:63]1[CH:68]=[CH:67][C:66]([NH:69][CH2:70][CH2:71][NH2:72])=[N:65][CH:64]=1.[CH3:74][N:75]([CH:77]=[O:78])C. The catalyst class is: 170. (2) Reactant: [NH2:1][C:2]1[C:7]([C:8]#[N:9])=[C:6]([C:10]2[CH:28]=[CH:27][C:13]([O:14][CH:15]3[CH2:19][CH2:18][N:17]([C:20]([O:22][C:23]([CH3:26])([CH3:25])[CH3:24])=[O:21])[CH2:16]3)=[CH:12][CH:11]=2)[C:5]([C:29]#[N:30])=[C:4]([SH:31])[N:3]=1.Cl[CH2:33][C:34]1[N:35]=[C:36]([C:39]2[CH:44]=[CH:43][C:42]([Cl:45])=[CH:41][CH:40]=2)[S:37][CH:38]=1.C(=O)(O)[O-].[Na+]. Product: [NH2:1][C:2]1[C:7]([C:8]#[N:9])=[C:6]([C:10]2[CH:28]=[CH:27][C:13]([O:14][CH:15]3[CH2:19][CH2:18][N:17]([C:20]([O:22][C:23]([CH3:25])([CH3:26])[CH3:24])=[O:21])[CH2:16]3)=[CH:12][CH:11]=2)[C:5]([C:29]#[N:30])=[C:4]([S:31][CH2:33][C:34]2[N:35]=[C:36]([C:39]3[CH:44]=[CH:43][C:42]([Cl:45])=[CH:41][CH:40]=3)[S:37][CH:38]=2)[N:3]=1. The catalyst class is: 3. (3) Reactant: [C:1]([C:4]1[CH:5]=[C:6]([N:10]2[C:15](=[O:16])[C:14]([CH2:17][C:18]3[CH:23]=[CH:22][C:21]([C:24]4[C:25]([C:30]#[N:31])=[CH:26][CH:27]=[CH:28][CH:29]=4)=[CH:20][CH:19]=3)=[C:13]([CH2:32][CH2:33][CH3:34])[N:12]=[C:11]2[CH2:35][CH3:36])[CH:7]=[CH:8][CH:9]=1)(=[O:3])[CH3:2].[CH3:37][Li].[Cl-].[NH4+]. Product: [CH2:35]([C:11]1[N:10]([C:6]2[CH:7]=[CH:8][CH:9]=[C:4]([C:1]([OH:3])([CH3:37])[CH3:2])[CH:5]=2)[C:15](=[O:16])[C:14]([CH2:17][C:18]2[CH:23]=[CH:22][C:21]([C:24]3[C:25]([C:30]#[N:31])=[CH:26][CH:27]=[CH:28][CH:29]=3)=[CH:20][CH:19]=2)=[C:13]([CH2:32][CH2:33][CH3:34])[N:12]=1)[CH3:36]. The catalyst class is: 7. (4) Reactant: [O:1]1[CH:5]=[CH:4][CH:3]=[C:2]1[C:6]1[O:7][C:8]([CH3:39])=[C:9]([CH2:11][O:12][C:13]2[CH:18]=[CH:17][C:16]([CH2:19][O:20][C:21]3[C:25](/[CH:26]=[CH:27]\[S:28]([CH3:30])=[O:29])=[CH:24][N:23]([C:31]4[CH:36]=[CH:35][CH:34]=[CH:33][CH:32]=4)[N:22]=3)=[CH:15][C:14]=2[O:37][CH3:38])[N:10]=1.ClC1C=CC=C(C(OO)=[O:48])C=1.S([O-])([O-])=O.[Na+].[Na+]. Product: [O:1]1[CH:5]=[CH:4][CH:3]=[C:2]1[C:6]1[O:7][C:8]([CH3:39])=[C:9]([CH2:11][O:12][C:13]2[CH:18]=[CH:17][C:16]([CH2:19][O:20][C:21]3[C:25](/[CH:26]=[CH:27]\[S:28]([CH3:30])(=[O:48])=[O:29])=[CH:24][N:23]([C:31]4[CH:32]=[CH:33][CH:34]=[CH:35][CH:36]=4)[N:22]=3)=[CH:15][C:14]=2[O:37][CH3:38])[N:10]=1. The catalyst class is: 7. (5) Reactant: [CH3:1][O:2][C:3]([NH:5][C@:6]([C:12]([N:14]1[C@@H:18]([CH3:19])[CH2:17][CH2:16][C@H:15]1[C:20]1[NH:21][C:22]([C:25]2[CH:30]=[CH:29][C:28]([C:31]3[CH:36]=[CH:35][C:34]([C:37]4[NH:41][C:40]([C@@H:42]5[CH2:46][C@H:45]([CH2:47][O:48][CH3:49])[CH2:44][N:43]5[C:50](=[O:61])[C@@H:51]([NH:56][C:57](=[O:60])[O:58][CH3:59])[C@H:52]([O:54][CH3:55])[CH3:53])=[N:39][CH:38]=4)=[CH:33][CH:32]=3)=[CH:27][CH:26]=2)=[CH:23][N:24]=1)=[O:13])([C@@H:8]([CH3:11])[O:9][CH3:10])[NH2:7])=[O:4].[Cl:62]N1C(=O)CCC1=O. Product: [Cl:62][C:38]1[N:39]=[C:40]([C@@H:42]2[CH2:46][C@H:45]([CH2:47][O:48][CH3:49])[CH2:44][N:43]2[C:50](=[O:61])[C@@H:51]([NH:56][C:57](=[O:60])[O:58][CH3:59])[C@H:52]([O:54][CH3:55])[CH3:53])[NH:41][C:37]=1[C:34]1[CH:35]=[CH:36][C:31]([C:28]2[CH:27]=[CH:26][C:25]([C:22]3[NH:21][C:20]([C@@H:15]4[CH2:16][CH2:17][C@H:18]([CH3:19])[N:14]4[C:12](=[O:13])[C@@:6]([NH:5][C:3]([O:2][CH3:1])=[O:4])([C@@H:8]([CH3:11])[O:9][CH3:10])[NH2:7])=[N:24][CH:23]=3)=[CH:30][CH:29]=2)=[CH:32][CH:33]=1. The catalyst class is: 3. (6) Reactant: C(O[C:6](=O)[NH:7][C:8]1[CH:13]=[CH:12][N:11]=[C:10]([CH3:14])[CH:9]=1)(C)(C)C.[H-].[Al+3].[Li+].[H-].[H-].[H-]. Product: [CH3:6][NH:7][C:8]1[CH:13]=[CH:12][N:11]=[C:10]([CH3:14])[CH:9]=1. The catalyst class is: 1. (7) Reactant: Cl[C:2]1[CH:7]=[C:6]([C:8]2[CH:13]=[CH:12][CH:11]=[C:10]([CH3:14])[C:9]=2[CH3:15])[N:5]=[C:4]([NH2:16])[N:3]=1.[NH2:17][CH2:18][CH2:19][NH:20][C:21](=[O:23])[CH3:22].CCN(C(C)C)C(C)C. Product: [NH2:16][C:4]1[N:3]=[C:2]([NH:17][CH2:18][CH2:19][NH:20][C:21](=[O:23])[CH3:22])[CH:7]=[C:6]([C:8]2[CH:13]=[CH:12][CH:11]=[C:10]([CH3:14])[C:9]=2[CH3:15])[N:5]=1. The catalyst class is: 51. (8) Reactant: [C:1]([NH:4][C:5]([CH2:16][C:17]([C:19]1[CH:24]=[CH:23][C:22]([O:25][C:26]2[CH:31]=[CH:30][C:29]([C:32](=[O:35])[CH2:33]Cl)=[CH:28][CH:27]=2)=[CH:21][CH:20]=1)=[O:18])([C:11]([O:13][CH2:14][CH3:15])=[O:12])[C:6]([O:8][CH2:9][CH3:10])=[O:7])(=[O:3])[CH3:2].[CH:36]1([C:39]([OH:41])=[O:40])[CH2:38][CH2:37]1.CCN(CC)CC. Product: [C:1]([NH:4][C:5]([CH2:16][C:17]([C:19]1[CH:24]=[CH:23][C:22]([O:25][C:26]2[CH:31]=[CH:30][C:29]([C:32](=[O:35])[CH2:33][O:41][C:39]([CH:36]3[CH2:38][CH2:37]3)=[O:40])=[CH:28][CH:27]=2)=[CH:21][CH:20]=1)=[O:18])([C:11]([O:13][CH2:14][CH3:15])=[O:12])[C:6]([O:8][CH2:9][CH3:10])=[O:7])(=[O:3])[CH3:2]. The catalyst class is: 23. (9) Reactant: Br[C:2]1[C:11]2[C:6](=[C:7]([F:12])[CH:8]=[CH:9][CH:10]=2)[C:5](=[O:13])[N:4]([NH:14][CH2:15][CH3:16])[C:3]=1[CH3:17].C1(P(C2C=CC=CC=2)C2C3OC4C(=CC=CC=4P(C4C=CC=CC=4)C4C=CC=CC=4)C(C)(C)C=3C=CC=2)C=CC=CC=1.[C:60](=O)([O-:62])[O-:61].[Na+].[Na+].[C]=O. Product: [CH2:15]([NH:14][N:4]1[C:3]([CH3:17])=[C:2]([C:60]([OH:62])=[O:61])[C:11]2[C:6](=[C:7]([F:12])[CH:8]=[CH:9][CH:10]=2)[C:5]1=[O:13])[CH3:16]. The catalyst class is: 164.